Dataset: Experimentally validated miRNA-target interactions with 360,000+ pairs, plus equal number of negative samples. Task: Binary Classification. Given a miRNA mature sequence and a target amino acid sequence, predict their likelihood of interaction. (1) The miRNA is mmu-miR-882 with sequence AGGAGAGAGUUAGCGCAUUAGU. The protein sequence of the target gene is MALLVLGLVSCTFFLAVNGLYSSSDDVIELTPSNFNREVIQSDSLWLVEFYAPWCGHCQRLTPEWKKAATALKDVVKVGAVDADKHHSLGGQYGVQGFPTIKIFGSNKNRPEDYQGGRTGEAIVDAALSALRQLVKDRLGGRSGGYSSGKQGRSDSSSKKDVIELTDDSFDKNVLDSEDVWMVEFYAPWCGHCKNLEPEWAAAASEVKEQTKGKVKLAAVDATVNQVLASRYGIRGFPTIKIFQKGESPVDYDGGRTRSDIVSRALDLFSDNAPPPELLEIINEDIAKRTCEEHQLCVVA.... Result: 0 (no interaction). (2) Result: 1 (interaction). The protein sequence of the target gene is MLMFDPVPVKQEAMDPVSVSYPSNYMESMKPNKYGVIYSTPLPEKFFQTPEGLSHGIQMEPVDLTVNKRSSPPSAGNSPSSLKFPSSHRRASPGLSMPSSSPPIKKYSPPSPGVQPFGVPLSMPPVMAAALSRHGIRSPGILPVIQPVVVQPVPFMYTSHLQQPLMVSLSEEMENSSSSMQVPVIESYEKPISQKKIKIEPGIEPQRTDYYPEEMSPPLMNSVSPPQALLQENHPSVIVQPGKRPLPVESPDTQRKRRIHRCDYDGCNKVYTKSSHLKAHRRTHTGEKPYKCTWEGCTWK.... The miRNA is hsa-miR-3665 with sequence AGCAGGUGCGGGGCGGCG. (3) Result: 0 (no interaction). The protein sequence of the target gene is MLKSRLRMFLNELKLLVLTGGGRPRAEPQPRGGGGGGCGWAPFAGCSARDGDGDEEEYYGSEPRARGLAGDKEPRAGPPPPPAPPPPPPGALDALSLSSSLDSGLRTPQCRICFQGPEQGELLSPCRCDGSVRCTHQPCLIRWISERGSWSCELCYFKYQVLAISTKNPLQWQAISLTVIEKVQIAAIVLGSLFLVASISWLIWSSLSPSAKWQRQDLLFQICYGMYGFMDVVCIGLIVHEGSSVYRIFKRWQAVNQQWKVLNYDKTKDVGGDTGGGAAGKPGPRTSRTSPPAGAPTRPP.... The miRNA is hsa-miR-6830-5p with sequence CCAAGGAAGGAGGCUGGACAUC. (4) The miRNA is hsa-miR-19b-3p with sequence UGUGCAAAUCCAUGCAAAACUGA. The protein sequence of the target gene is MSATDRMGPRAVPGLRLALLLLLVLGTPKSGVQGQEGLDFPEYDGVDRVINVNAKNYKNVFKKYEVLALLYHEPPEDDKASQRQFEMEELILELAAQVLEDKGVGFGLVDSEKDAAVAKKLGLTEVDSMYVFKGDEVIEYDGEFSADTIVEFLLDVLEDPVELIEGERELQAFENIEDEIKLIGYFKSKDSEHYKAFEDAAEEFHPYIPFFATFDSKVAKKLTLKLNEIDFYEAFMEEPVTIPDKPNSEEEIVNFVEEHRRSTLRKLKPESMYETWEDDMDGIHIVAFAEEADPDGFEFL.... Result: 1 (interaction). (5) The miRNA is hsa-miR-138-1-3p with sequence GCUACUUCACAACACCAGGGCC. The protein sequence of the target gene is MVPGAAGWCCLVLWLPACVAAHGFRIHDYLYFQVLSPGDIRYIFTATPAKDFGGIFHTRYEQIHLVPAEPPEACGELSNGFFIQDQIALVERGGCSFLSKTRVVQEHGGRAVIISDNAVDNDSFYVEMIQDSTQRTADIPALFLLGRDGYMIRRSLEQHGLPWAIISIPVNVTSIPTFELLQPPWTFW. Result: 0 (no interaction).